Dataset: Reaction yield outcomes from USPTO patents with 853,638 reactions. Task: Predict the reaction yield, written as a fraction of the theoretical maximum amount of product (1.0 means a 100% yield; for example, 0.34 means a 34% yield). (1) The reactants are [CH3:1][S:2]([O:5][C:6]1[C:14]([O:15][CH3:16])=[CH:13][C:12]([C:17]2[N:18]([C:28]([O:30][C:31]([CH3:34])([CH3:33])[CH3:32])=[O:29])[C:19]3[C:24]([CH:25]=2)=[CH:23][C:22]([CH:26]=O)=[CH:21][CH:20]=3)=[C:11]2[C:7]=1[CH2:8][NH:9][C:10]2=[O:35])(=[O:4])=[O:3].[CH:36]1([NH2:39])[CH2:38][CH2:37]1.C(O)(=O)C.C(O[BH-](OC(=O)C)OC(=O)C)(=O)C.[Na+]. The catalyst is C(#N)C. The product is [CH3:1][S:2]([O:5][C:6]1[C:14]([O:15][CH3:16])=[CH:13][C:12]([C:17]2[N:18]([C:28]([O:30][C:31]([CH3:32])([CH3:33])[CH3:34])=[O:29])[C:19]3[C:24]([CH:25]=2)=[CH:23][C:22]([CH2:26][NH:39][CH:36]2[CH2:38][CH2:37]2)=[CH:21][CH:20]=3)=[C:11]2[C:7]=1[CH2:8][NH:9][C:10]2=[O:35])(=[O:3])=[O:4]. The yield is 0.720. (2) The reactants are [H-].C([Al+]CC(C)C)C(C)C.C1(C)C=CC=CC=1.[NH2:18][C:19]([NH:21][C:22]1[NH:23][C:24]([C:30]2[CH:35]=[CH:34][C:33]([C:36](OCC)=[O:37])=[CH:32][CH:31]=2)=[CH:25][C:26]=1[C:27]([NH2:29])=[O:28])=[O:20].O. The catalyst is O1CCCC1.CO. The product is [NH2:18][C:19]([NH:21][C:22]1[NH:23][C:24]([C:30]2[CH:35]=[CH:34][C:33]([CH2:36][OH:37])=[CH:32][CH:31]=2)=[CH:25][C:26]=1[C:27]([NH2:29])=[O:28])=[O:20]. The yield is 0.660. (3) The reactants are C([O:5][C:6](=O)[CH2:7][CH2:8][C@@H:9]([CH2:25][O:26][S:27]([C:30]1[CH:36]=[CH:35][C:33]([CH3:34])=[CH:32][CH:31]=1)(=[O:29])=[O:28])[CH2:10][C@H:11]1[CH2:15][O:14][C:13]([CH3:17])([CH3:16])[N:12]1[C:18]([O:20][C:21]([CH3:24])([CH3:23])[CH3:22])=[O:19])(C)(C)C.CC(C[AlH]CC(C)C)C.[BH4-].[Na+]. The catalyst is C(Cl)Cl. The product is [OH:5][CH2:6][CH2:7][CH2:8][C@@H:9]([CH2:25][O:26][S:27]([C:30]1[CH:36]=[CH:35][C:33]([CH3:34])=[CH:32][CH:31]=1)(=[O:28])=[O:29])[CH2:10][C@H:11]1[CH2:15][O:14][C:13]([CH3:16])([CH3:17])[N:12]1[C:18]([O:20][C:21]([CH3:22])([CH3:23])[CH3:24])=[O:19]. The yield is 0.920.